From a dataset of Reaction yield outcomes from USPTO patents with 853,638 reactions. Predict the reaction yield, written as a fraction of the theoretical maximum amount of product (1.0 means a 100% yield; for example, 0.34 means a 34% yield). (1) The product is [CH3:36][N:18]([C:16]([O:15][CH2:14][CH:12]1[C:13]2[CH:1]=[CH:2][CH:3]=[CH:4][C:5]=2[C:6]2[C:11]1=[CH:10][CH:9]=[CH:8][CH:7]=2)=[O:17])[N:19]([CH3:20])[CH2:21][C:22]1[N:23]([CH2:31][CH2:32][C:33](=[O:35])[O:34][C:43]2[C:42]([F:45])=[C:41]([F:46])[C:40]([F:47])=[C:39]([F:48])[C:38]=2[F:37])[C:24]2[C:29]([CH:30]=1)=[CH:28][CH:27]=[CH:26][CH:25]=2. The yield is 0.970. The reactants are [CH:1]1[C:13]2[CH:12]([CH2:14][O:15][C:16]([N:18]([CH3:36])[N:19]([CH2:21][C:22]3[N:23]([CH2:31][CH2:32][C:33]([OH:35])=[O:34])[C:24]4[C:29]([CH:30]=3)=[CH:28][CH:27]=[CH:26][CH:25]=4)[CH3:20])=[O:17])[C:11]3[C:6](=[CH:7][CH:8]=[CH:9][CH:10]=3)[C:5]=2[CH:4]=[CH:3][CH:2]=1.[F:37][C:38]1[C:43](O)=[C:42]([F:45])[C:41]([F:46])=[C:40]([F:47])[C:39]=1[F:48].C1CCC(N=C=NC2CCCCC2)CC1. The catalyst is CCOC(C)=O. (2) The reactants are [NH:1]1[C:9]2[C:4](=[CH:5][CH:6]=[CH:7][CH:8]=2)[C:3]([C:10]([O:12][CH3:13])=[O:11])=[CH:2]1.CN1CCN(C)CC1.ClN1C(=O)CCC1=O.[Cl:30][CH2:31][CH2:32][CH2:33][OH:34].ClC(Cl)(Cl)C(O)=O. The yield is 0.830. The catalyst is ClCCl. The product is [Cl:30][CH2:31][CH2:32][CH2:33][O:34][C:2]1[NH:1][C:9]2[C:4]([C:3]=1[C:10]([O:12][CH3:13])=[O:11])=[CH:5][CH:6]=[CH:7][CH:8]=2. (3) The catalyst is CN(C=O)C.O. The yield is 0.950. The product is [NH2:34][C:35]1[C:40]([S:41]([NH:44][C:8]([C:7]2[C:2]([Cl:1])=[N:3][C:4]([N:11]3[CH:15]=[CH:14][C:13]([O:16][CH2:17][C:18]([CH3:21])([CH3:20])[CH3:19])=[N:12]3)=[CH:5][CH:6]=2)=[O:10])(=[O:42])=[O:43])=[CH:39][CH:38]=[CH:37][N:36]=1. The reactants are [Cl:1][C:2]1[C:7]([C:8]([OH:10])=O)=[CH:6][CH:5]=[C:4]([N:11]2[CH:15]=[CH:14][C:13]([O:16][CH2:17][C:18]([CH3:21])([CH3:20])[CH3:19])=[N:12]2)[N:3]=1.C1N=CN(C(N2C=NC=C2)=O)C=1.[NH2:34][C:35]1[C:40]([S:41]([NH2:44])(=[O:43])=[O:42])=[CH:39][CH:38]=[CH:37][N:36]=1.[H-].[Na+].C(O)(=O)C. (4) The reactants are [Cl:1][C:2]1[CH:3]=[C:4](B2OC(C)(C)C(C)(C)O2)[CH:5]=[C:6]([Cl:9])[C:7]=1[CH3:8].C([O-])([O-])=O.[K+].[K+].Br[C:26]([C:28]([F:31])([F:30])[F:29])=[CH2:27]. The yield is 0.550. The catalyst is C1COCC1.O.Cl[Pd](Cl)([P](C1C=CC=CC=1)(C1C=CC=CC=1)C1C=CC=CC=1)[P](C1C=CC=CC=1)(C1C=CC=CC=1)C1C=CC=CC=1. The product is [Cl:9][C:6]1[CH:5]=[C:4]([C:26]([C:28]([F:31])([F:30])[F:29])=[CH2:27])[CH:3]=[C:2]([Cl:1])[C:7]=1[CH3:8].